This data is from Full USPTO retrosynthesis dataset with 1.9M reactions from patents (1976-2016). The task is: Predict the reactants needed to synthesize the given product. Given the product [Br:13][CH2:10][C:9]1[C:5]2[CH:4]=[C:3]([F:12])[C:2]([Cl:1])=[CH:11][C:6]=2[S:7][CH:8]=1, predict the reactants needed to synthesize it. The reactants are: [Cl:1][C:2]1[C:3]([F:12])=[CH:4][C:5]2[C:9]([CH3:10])=[CH:8][S:7][C:6]=2[CH:11]=1.[Br:13]N1C(=O)CCC1=O.C(OOC(=O)C1C=CC=CC=1)(=O)C1C=CC=CC=1.